Dataset: Full USPTO retrosynthesis dataset with 1.9M reactions from patents (1976-2016). Task: Predict the reactants needed to synthesize the given product. (1) The reactants are: [OH:1][C:2]1[C:7]2[C@@:8]3([OH:45])[C@@:21]([O:25][CH3:26])([C@H:22]([OH:24])[CH2:23][C:6]=2[CH:5]=[C:4]([CH3:46])[C:3]=1[C:47]([OH:49])=O)[C:20](=[O:27])[C:19]1[C:10](=[CH:11][C:12]2[C:13](=[O:43])[C:14]([NH:30][CH:31]4[C@H:36]([O:37][CH3:38])[C@H:35]([OH:39])[C@@H:34]([O:40][CH3:41])[C@H:33]([CH3:42])[O:32]4)=[CH:15][C:16](=[O:29])[C:17]=2[C:18]=1[OH:28])[C:9]3=[O:44].O.O[N:52]1[C:56]2C=CC=CC=2N=N1.CN. Given the product [OH:1][C:2]1[C:7]2[C@@:8]3([OH:45])[C@@:21]([O:25][CH3:26])([C@H:22]([OH:24])[CH2:23][C:6]=2[CH:5]=[C:4]([CH3:46])[C:3]=1[C:47]([NH:52][CH3:56])=[O:49])[C:20](=[O:27])[C:19]1[C:10](=[CH:11][C:12]2[C:13](=[O:43])[C:14]([NH:30][CH:31]4[C@H:36]([O:37][CH3:38])[C@H:35]([OH:39])[C@@H:34]([O:40][CH3:41])[C@H:33]([CH3:42])[O:32]4)=[CH:15][C:16](=[O:29])[C:17]=2[C:18]=1[OH:28])[C:9]3=[O:44], predict the reactants needed to synthesize it. (2) Given the product [F:27][C:23]1([F:28])[CH2:24][CH2:25][CH2:26][C:21]([CH2:20][NH:19][C:11]([C:9]2[CH:8]=[C:7]([CH2:14][CH2:15][O:16][CH2:17][CH3:18])[N:6]3[C:10]=2[C:2]([Cl:1])=[CH:3][CH:4]=[CH:5]3)=[O:13])([OH:29])[CH2:22]1, predict the reactants needed to synthesize it. The reactants are: [Cl:1][C:2]1[C:10]2[N:6]([C:7]([CH2:14][CH2:15][O:16][CH2:17][CH3:18])=[CH:8][C:9]=2[C:11]([OH:13])=O)[CH:5]=[CH:4][CH:3]=1.[NH2:19][CH2:20][C:21]1([OH:29])[CH2:26][CH2:25][CH2:24][C:23]([F:28])([F:27])[CH2:22]1.Cl.CN(C)CCCN=C=NCC.N1(O)C2C=CC=CC=2N=N1.C(N(C(C)C)C(C)C)C. (3) Given the product [CH3:29][O:28][C:25]1[CH:26]=[CH:27][C:21]([CH3:20])=[C:22]([NH:23][CH2:11][CH2:12][N:13]2[CH2:17][CH2:16][O:15][C:14]2=[O:18])[CH:24]=1, predict the reactants needed to synthesize it. The reactants are: C1(C)C=CC(S(O[CH2:11][CH2:12][N:13]2[CH2:17][CH2:16][O:15][C:14]2=[O:18])(=O)=O)=CC=1.[CH3:20][C:21]1[CH:27]=[CH:26][C:25]([O:28][CH3:29])=[CH:24][C:22]=1[NH2:23].C(=O)([O-])[O-].[K+].[K+].